Dataset: Forward reaction prediction with 1.9M reactions from USPTO patents (1976-2016). Task: Predict the product of the given reaction. (1) Given the reactants [C:1]1([CH:7]([CH3:10])[CH2:8][NH2:9])[CH:6]=[CH:5][CH:4]=[CH:3][CH:2]=1.[Br:11]Br, predict the reaction product. The product is: [Br:11][C:4]1[CH:5]=[CH:6][C:1]([CH:7]([CH3:10])[CH2:8][NH2:9])=[CH:2][CH:3]=1. (2) Given the reactants [C:1]([O:5][C:6](=[O:25])[NH:7][C@@H:8]1[C:14](=[O:15])[N:13]([CH2:16][C:17]([F:20])([F:19])[F:18])[C:12]2[CH:21]=[CH:22][CH:23]=[CH:24][C:11]=2[NH:10][CH2:9]1)([CH3:4])([CH3:3])[CH3:2].[C:26](=[O:28])=[O:27].Br[CH2:30][CH:31]1[CH2:33][CH2:32]1.C(=O)([O-])[O-].[Cs+].[Cs+], predict the reaction product. The product is: [CH:31]1([CH2:30][O:27][C:26]([N:10]2[CH2:9][C@H:8]([NH:7][C:6]([O:5][C:1]([CH3:4])([CH3:2])[CH3:3])=[O:25])[C:14](=[O:15])[N:13]([CH2:16][C:17]([F:20])([F:19])[F:18])[C:12]3[CH:21]=[CH:22][CH:23]=[CH:24][C:11]2=3)=[O:28])[CH2:33][CH2:32]1. (3) Given the reactants [C:1]([CH:4]([CH2:9][CH2:10][CH2:11][C:12]1[CH:17]=[CH:16][CH:15]=[CH:14][CH:13]=1)[C:5]([O:7][CH3:8])=[O:6])(=[O:3])[CH3:2].[BH4-].[Na+], predict the reaction product. The product is: [OH:3][CH:1]([CH:4]([CH2:9][CH2:10][CH2:11][C:12]1[CH:13]=[CH:14][CH:15]=[CH:16][CH:17]=1)[C:5]([O:7][CH3:8])=[O:6])[CH3:2]. (4) The product is: [Br:18][C:12]1[CH:11]=[C:10]([CH:15]=[C:14]([Br:16])[C:13]=1[Br:17])[CH2:9][N:7]1[CH:8]=[C:4]([C:3]2[CH:22]=[C:21]([C:20]([O:24][CH3:25])=[O:23])[O:1][N:2]=2)[N:5]=[N:6]1. Given the reactants [OH:1][N:2]=[C:3](Cl)[C:4]1[N:5]=[N:6][N:7]([CH2:9][C:10]2[CH:15]=[C:14]([Br:16])[C:13]([Br:17])=[C:12]([Br:18])[CH:11]=2)[CH:8]=1.[C:20]([O:24][CH3:25])(=[O:23])[C:21]#[CH:22], predict the reaction product. (5) Given the reactants [CH:1]1([C:4]2[NH:24][C:7]3[N:8]=[N:9][C:10]([CH2:12][CH2:13][CH2:14][CH2:15][N:16]4[CH:20]=[C:19]([C:21]([OH:23])=[O:22])[N:18]=[N:17]4)=[CH:11][C:6]=3[CH:5]=2)[CH2:3][CH2:2]1.[I:25]Cl, predict the reaction product. The product is: [CH:1]1([C:4]2[NH:24][C:7]3[N:8]=[N:9][C:10]([CH2:12][CH2:13][CH2:14][CH2:15][N:16]4[CH:20]=[C:19]([C:21]([OH:23])=[O:22])[N:18]=[N:17]4)=[CH:11][C:6]=3[C:5]=2[I:25])[CH2:3][CH2:2]1. (6) The product is: [C:3]([CH:5]1[CH2:10][CH2:9][N:8]([C:11]([O:13][C:14]([CH3:17])([CH3:16])[CH3:15])=[O:12])[CH2:7][CH2:6]1)(=[NH:2])[NH2:4]. Given the reactants O[NH:2][C:3]([CH:5]1[CH2:10][CH2:9][N:8]([C:11]([O:13][C:14]([CH3:17])([CH3:16])[CH3:15])=[O:12])[CH2:7][CH2:6]1)=[NH:4].CO, predict the reaction product.